Dataset: Full USPTO retrosynthesis dataset with 1.9M reactions from patents (1976-2016). Task: Predict the reactants needed to synthesize the given product. (1) Given the product [OH:25][C:4]1[C:5]([C:6]2[CH:11]=[CH:10][CH:9]=[C:8]([N+:12]([O-:14])=[O:13])[CH:7]=2)=[N:15][NH:16][C:17](=[O:24])[C:18]=1[C:19]([O:21][CH2:22][CH3:23])=[O:20], predict the reactants needed to synthesize it. The reactants are: C(O[C:4](=[O:25])[C:5](=[N:15][NH:16][C:17](=[O:24])[CH2:18][C:19]([O:21][CH2:22][CH3:23])=[O:20])[C:6]1[CH:11]=[CH:10][CH:9]=[C:8]([N+:12]([O-:14])=[O:13])[CH:7]=1)C.C([O-])([O-])=O.[K+].[K+].Cl. (2) Given the product [NH:17]1[CH2:16][CH:15]([S:14][C:11]2[CH:10]=[CH:9][C:8]([C:6]([N:1]3[CH2:2][CH2:3][CH2:4][CH2:5]3)=[O:7])=[CH:13][CH:12]=2)[CH2:18]1, predict the reactants needed to synthesize it. The reactants are: [N:1]1([C:6]([C:8]2[CH:13]=[CH:12][C:11]([S:14][CH:15]3[CH2:18][N:17](C(OC(C)(C)C)=O)[CH2:16]3)=[CH:10][CH:9]=2)=[O:7])[CH2:5][CH2:4][CH2:3][CH2:2]1.Cl. (3) The reactants are: C([O:3][C:4]([CH:6]1[C:14]2[N:13]=[CH:12][N:11]([C:15]([C:28]3[CH:33]=[CH:32][CH:31]=[CH:30][CH:29]=3)([C:22]3[CH:27]=[CH:26][CH:25]=[CH:24][CH:23]=3)[C:16]3[CH:21]=[CH:20][CH:19]=[CH:18][CH:17]=3)[C:10]=2[CH2:9][CH2:8][CH2:7]1)=O)C.[H-].[Al+3].[Li+].[H-].[H-].[H-].[OH-].[Na+].Cl. Given the product [OH:3][CH2:4][CH:6]1[C:14]2[N:13]=[CH:12][N:11]([C:15]([C:16]3[CH:21]=[CH:20][CH:19]=[CH:18][CH:17]=3)([C:28]3[CH:29]=[CH:30][CH:31]=[CH:32][CH:33]=3)[C:22]3[CH:27]=[CH:26][CH:25]=[CH:24][CH:23]=3)[C:10]=2[CH2:9][CH2:8][CH2:7]1, predict the reactants needed to synthesize it. (4) Given the product [CH3:34][NH:32][CH2:2][CH:3]1[CH2:12][C:11]2[C:6]3=[C:7]([C:13]([C:15]4[C:16](=[O:31])[NH:17][C:18](=[O:30])[C:19]=4[C:20]4[C:28]5[C:23](=[CH:24][C:25]([F:29])=[CH:26][CH:27]=5)[NH:22][CH:21]=4)=[CH:14][N:5]3[CH2:4]1)[CH:8]=[CH:9][CH:10]=2, predict the reactants needed to synthesize it. The reactants are: Br[CH2:2][CH:3]1[CH2:12][C:11]2[C:6]3=[C:7]([C:13]([C:15]4[C:16](=[O:31])[NH:17][C:18](=[O:30])[C:19]=4[C:20]4[C:28]5[C:23](=[CH:24][C:25]([F:29])=[CH:26][CH:27]=5)[NH:22][CH:21]=4)=[CH:14][N:5]3[CH2:4]1)[CH:8]=[CH:9][CH:10]=2.[NH3:32].O1CCC[CH2:34]1. (5) The reactants are: [F:1][C:2]1[CH:7]=[CH:6][C:5]([F:8])=[CH:4][C:3]=1[C:9]1[S:13][C:12]([CH2:20][CH2:21][C:22]#[N:23])([C:14]2[CH:19]=[CH:18][CH:17]=[CH:16][CH:15]=2)[N:11]([C:24](=[O:29])[C@@H:25]([O:27][CH3:28])[CH3:26])[N:10]=1.Cl.Cl.[O:32]([NH2:34])[CH3:33].C(N(CC)CC)C. Given the product [F:1][C:2]1[CH:7]=[CH:6][C:5]([F:8])=[CH:4][C:3]=1[C:9]1[S:13][C:12]([CH2:20][CH2:21][C:22](=[N:34][O:32][CH3:33])[NH2:23])([C:14]2[CH:19]=[CH:18][CH:17]=[CH:16][CH:15]=2)[N:11]([C:24](=[O:29])[C@@H:25]([O:27][CH3:28])[CH3:26])[N:10]=1, predict the reactants needed to synthesize it. (6) Given the product [CH2:6]([O:5][C:1](=[O:4])[CH2:2][O:3][Si:18]([C:14]([CH3:17])([CH3:16])[CH3:15])([C:25]1[CH:26]=[CH:27][CH:28]=[CH:29][CH:30]=1)[C:19]1[CH:24]=[CH:23][CH:22]=[CH:21][CH:20]=1)[CH3:7], predict the reactants needed to synthesize it. The reactants are: [C:1]([O:5][CH2:6][CH3:7])(=[O:4])[CH2:2][OH:3].N1C=CN=C1.[Cl-].[C:14]([SiH:18]([C:25]1[CH:30]=[CH:29][CH:28]=[CH:27][CH:26]=1)[C:19]1[CH:24]=[CH:23][CH:22]=[CH:21][CH:20]=1)([CH3:17])([CH3:16])[CH3:15]. (7) Given the product [C:1]([C:4]1[CH:13]=[C:12]2[C:7]([C:8](=[O:24])[N:9]=[C:10]([CH3:23])[N:11]2[CH2:14][C:15]2[CH:20]=[CH:19][C:18]([Cl:21])=[CH:17][C:16]=2[Cl:22])=[CH:6][CH:5]=1)([OH:3])=[O:26], predict the reactants needed to synthesize it. The reactants are: [C:1]([C:4]1[CH:13]=[C:12]2[C:7]([C:8](=[O:24])[N:9]=[C:10]([CH3:23])[N:11]2[CH2:14][C:15]2[CH:20]=[CH:19][C:18]([Cl:21])=[CH:17][C:16]=2[Cl:22])=[CH:6][CH:5]=1)(=[O:3])N.S(=O)(=O)(O)[OH:26].